This data is from Catalyst prediction with 721,799 reactions and 888 catalyst types from USPTO. The task is: Predict which catalyst facilitates the given reaction. (1) Reactant: [NH2:1][C:2]1[CH:3]=[C:4]2[C:9](=[C:10]([C:12]([F:15])([F:14])[F:13])[CH:11]=1)[N:8]=[CH:7][C:6]([C:16]#[N:17])=[C:5]2[NH:18][C:19]1[CH:24]=[CH:23][C:22]([F:25])=[C:21]([Cl:26])[CH:20]=1.[C:27]1([S:33]([C:36]2[S:37][C:38]([CH:41]=O)=[CH:39][N:40]=2)(=[O:35])=[O:34])[CH:32]=[CH:31][CH:30]=[CH:29][CH:28]=1.[BH3-]C#N.[Na+]. Product: [Cl:26][C:21]1[CH:20]=[C:19]([NH:18][C:5]2[C:4]3[C:9](=[C:10]([C:12]([F:13])([F:14])[F:15])[CH:11]=[C:2]([NH:1][CH2:41][C:38]4[S:37][C:36]([S:33]([C:27]5[CH:28]=[CH:29][CH:30]=[CH:31][CH:32]=5)(=[O:35])=[O:34])=[N:40][CH:39]=4)[CH:3]=3)[N:8]=[CH:7][C:6]=2[C:16]#[N:17])[CH:24]=[CH:23][C:22]=1[F:25]. The catalyst class is: 14. (2) Reactant: [F-].C([N+](CCCC)(CCCC)CCCC)CCC.[CH2:19]([N:22]1[C:30]2[C:25](=[CH:26][CH:27]=[C:28]([C:31]([O:33][CH3:34])=[O:32])[CH:29]=2)[C:24]([CH:35]2[CH2:40][CH2:39][CH2:38][CH2:37][CH2:36]2)=[C:23]1[C:41]1[CH:46]=[CH:45][CH:44]=[CH:43][C:42]=1[CH2:47][O:48][Si](C(C)C)(C(C)C)C(C)C)[CH:20]=[CH2:21]. Product: [CH2:19]([N:22]1[C:30]2[C:25](=[CH:26][CH:27]=[C:28]([C:31]([O:33][CH3:34])=[O:32])[CH:29]=2)[C:24]([CH:35]2[CH2:40][CH2:39][CH2:38][CH2:37][CH2:36]2)=[C:23]1[C:41]1[CH:46]=[CH:45][CH:44]=[CH:43][C:42]=1[CH2:47][OH:48])[CH:20]=[CH2:21]. The catalyst class is: 49. (3) Reactant: [F:1][C:2]1[CH:7]=[CH:6][C:5]([S:8]([C:11]2[CH:16]=[CH:15][CH:14]=[CH:13][C:12]=2[CH2:17]O)(=[O:10])=[O:9])=[CH:4][CH:3]=1.P(Br)(Br)[Br:20].S([O-])([O-])(=O)=S.[Na+].[Na+].[Cl-].[Na+]. Product: [F:1][C:2]1[CH:7]=[CH:6][C:5]([S:8]([C:11]2[CH:16]=[CH:15][CH:14]=[CH:13][C:12]=2[CH2:17][Br:20])(=[O:10])=[O:9])=[CH:4][CH:3]=1. The catalyst class is: 4.